This data is from Full USPTO retrosynthesis dataset with 1.9M reactions from patents (1976-2016). The task is: Predict the reactants needed to synthesize the given product. (1) Given the product [Br:16][C:17]1[CH:18]=[CH:19][C:20]([C@@H:23]2[CH2:25][C@H:24]2[NH:26][C:9](=[O:10])[O:11][C:12]([CH3:13])([CH3:14])[CH3:15])=[CH:21][CH:22]=1, predict the reactants needed to synthesize it. The reactants are: [CH3:13][C:12]([O:11][C:9](O[C:9]([O:11][C:12]([CH3:15])([CH3:14])[CH3:13])=[O:10])=[O:10])([CH3:15])[CH3:14].[Br:16][C:17]1[CH:22]=[CH:21][C:20]([C@@H:23]2[CH2:25][C@H:24]2[NH2:26])=[CH:19][CH:18]=1.CCN(CC)CC. (2) Given the product [C:1]([NH:6][C:7]1[NH:8][C:9](=[O:22])[C:10]2[N:11]=[CH:12][N:13]([CH2:16][C:17]([OH:19])=[O:18])[C:14]=2[N:15]=1)(=[O:5])[CH:2]([CH3:4])[CH3:3], predict the reactants needed to synthesize it. The reactants are: [C:1]([NH:6][C:7]1[NH:8][C:9](=[O:22])[C:10]2[N:11]=[CH:12][N:13]([CH2:16][C:17]([O:19]CC)=[O:18])[C:14]=2[N:15]=1)(=[O:5])[CH:2]([CH3:4])[CH3:3].[OH-].[Na+].Cl. (3) Given the product [F:29][C:2]1([F:1])[CH2:7][CH2:6][N:5]([C:8]([C:10]2[N:11]([C:35]3[CH:36]=[CH:37][C:32]([O:31][CH3:30])=[CH:33][CH:34]=3)[C:12]3[C:17]([CH:18]=2)=[CH:16][C:15]([O:19][CH:20]2[CH2:25][CH2:24][N:23]([CH:26]([CH3:27])[CH3:28])[CH2:22][CH2:21]2)=[CH:14][CH:13]=3)=[O:9])[CH2:4][CH2:3]1, predict the reactants needed to synthesize it. The reactants are: [F:1][C:2]1([F:29])[CH2:7][CH2:6][N:5]([C:8]([C:10]2[NH:11][C:12]3[C:17]([CH:18]=2)=[CH:16][C:15]([O:19][CH:20]2[CH2:25][CH2:24][N:23]([CH:26]([CH3:28])[CH3:27])[CH2:22][CH2:21]2)=[CH:14][CH:13]=3)=[O:9])[CH2:4][CH2:3]1.[CH3:30][O:31][C:32]1[CH:37]=[CH:36][C:35](B(O)O)=[CH:34][CH:33]=1. (4) Given the product [C:17]([C@H:16]([NH:21][CH2:29][C:30]([O:32][CH2:33][CH3:34])=[O:31])[C:14]([N:12]1[CH2:13][C:9]([C:3]2[CH:4]=[C:5]([F:8])[CH:6]=[CH:7][C:2]=2[F:1])=[CH:10][C@H:11]1[C:22]1[CH:23]=[CH:24][CH:25]=[CH:26][CH:27]=1)=[O:15])([CH3:20])([CH3:19])[CH3:18], predict the reactants needed to synthesize it. The reactants are: [F:1][C:2]1[CH:7]=[CH:6][C:5]([F:8])=[CH:4][C:3]=1[C:9]1[CH2:13][N:12]([C:14]([C@@H:16]([NH2:21])[C:17]([CH3:20])([CH3:19])[CH3:18])=[O:15])[C@H:11]([C:22]2[CH:27]=[CH:26][CH:25]=[CH:24][CH:23]=2)[CH:10]=1.Br[CH2:29][C:30]([O:32][CH2:33][CH3:34])=[O:31].C(N(CC)C(C)C)(C)C. (5) Given the product [C:11]([C@H:10]([CH3:13])[CH2:9][NH:8][C:34]([C:33]1[C:27]2[C:28](=[N:29][CH:30]=[C:25]([C:19]3[C:18]4[C:22](=[CH:23][C:15]([F:14])=[CH:16][CH:17]=4)[N:21]([CH3:24])[N:20]=3)[N:26]=2)[N:31]([CH2:37][O:38][CH2:39][CH2:40][Si:41]([CH3:44])([CH3:43])[CH3:42])[CH:32]=1)=[O:35])#[N:12], predict the reactants needed to synthesize it. The reactants are: FC(F)(F)C(O)=O.[NH2:8][CH2:9][C@@H:10]([CH3:13])[C:11]#[N:12].[F:14][C:15]1[CH:23]=[C:22]2[C:18]([C:19]([C:25]3[N:26]=[C:27]4[C:33]([C:34](O)=[O:35])=[CH:32][N:31]([CH2:37][O:38][CH2:39][CH2:40][Si:41]([CH3:44])([CH3:43])[CH3:42])[C:28]4=[N:29][CH:30]=3)=[N:20][N:21]2[CH3:24])=[CH:17][CH:16]=1.F[B-](F)(F)F.N1(OC(N(C)C)=[N+](C)C)C2C=CC=CC=2N=N1.C(N(CC)C(C)C)(C)C. (6) The reactants are: [O:1]([C:8]1[CH:9]=[C:10]([C:14]23[CH2:21][CH2:20][C:17]([CH2:22][CH2:23][OH:24])([CH2:18][CH2:19]2)[CH2:16][O:15]3)[CH:11]=[CH:12][CH:13]=1)[C:2]1[CH:7]=[CH:6][CH:5]=[CH:4][CH:3]=1.[OH-].[Na+].Br[CH2:28][C:29]([O:31][C:32]([CH3:35])([CH3:34])[CH3:33])=[O:30]. Given the product [O:1]([C:8]1[CH:9]=[C:10]([C:14]23[CH2:21][CH2:20][C:17]([CH2:22][CH2:23][O:24][CH2:28][C:29]([O:31][C:32]([CH3:35])([CH3:34])[CH3:33])=[O:30])([CH2:18][CH2:19]2)[CH2:16][O:15]3)[CH:11]=[CH:12][CH:13]=1)[C:2]1[CH:7]=[CH:6][CH:5]=[CH:4][CH:3]=1, predict the reactants needed to synthesize it.